This data is from Forward reaction prediction with 1.9M reactions from USPTO patents (1976-2016). The task is: Predict the product of the given reaction. Given the reactants CC(OI1(OC(C)=O)(OC(C)=O)OC(=O)C2C=CC=CC1=2)=O.[F:23][C:24]1([F:62])[CH2:28][N:27]([C:29]([O:31][C:32]([CH3:35])([CH3:34])[CH3:33])=[O:30])[C:26]([CH2:48][C:49]2[CH:54]=[CH:53][C:52]([C:55]3[CH:60]=[CH:59][C:58]([F:61])=[CH:57][N:56]=3)=[CH:51][CH:50]=2)([C:36]([NH:38][CH2:39][CH:40]([OH:47])[CH2:41][C:42]([CH3:46])([CH3:45])[CH2:43][CH3:44])=[O:37])[CH2:25]1, predict the reaction product. The product is: [CH3:45][C:42]([CH3:46])([CH2:43][CH3:44])[CH2:41][C:40](=[O:47])[CH2:39][NH:38][C:36]([C:26]1([CH2:48][C:49]2[CH:50]=[CH:51][C:52]([C:55]3[CH:60]=[CH:59][C:58]([F:61])=[CH:57][N:56]=3)=[CH:53][CH:54]=2)[CH2:25][C:24]([F:62])([F:23])[CH2:28][N:27]1[C:29]([O:31][C:32]([CH3:33])([CH3:34])[CH3:35])=[O:30])=[O:37].